The task is: Predict which catalyst facilitates the given reaction.. This data is from Catalyst prediction with 721,799 reactions and 888 catalyst types from USPTO. (1) Reactant: [CH3:1][C:2]1([CH3:23])[O:6][C@@H:5]2[C@@H:7]([CH2:20][NH:21][CH3:22])[O:8][C@@H:9]([N:10]3[CH:18]=[N:17][C:16]4[C:11]3=[N:12][CH:13]=[N:14][C:15]=4[NH2:19])[C@@H:4]2[O:3]1.O=[C:25]1[CH2:28][CH:27]([NH:29][C:30](=[O:39])[O:31][CH2:32][C:33]2[CH:38]=[CH:37][CH:36]=[CH:35][CH:34]=2)[CH2:26]1.[BH3-]C#N.[Na+]. Product: [NH2:19][C:15]1[N:14]=[CH:13][N:12]=[C:11]2[C:16]=1[N:17]=[CH:18][N:10]2[C@H:9]1[C@@H:4]2[O:3][C:2]([CH3:1])([CH3:23])[O:6][C@@H:5]2[C@@H:7]([CH2:20][N:21]([CH3:22])[CH:25]2[CH2:28][CH:27]([NH:29][C:30](=[O:39])[O:31][CH2:32][C:33]3[CH:38]=[CH:37][CH:36]=[CH:35][CH:34]=3)[CH2:26]2)[O:8]1. The catalyst class is: 5. (2) Reactant: [F:1][C:2]1[CH:3]=[C:4]([CH:11]=[CH:12][CH:13]=1)[O:5][CH2:6][CH2:7][C:8]([OH:10])=O.C(Cl)(=O)C(Cl)=O.[Cl-].[Cl-].[Cl-].[Al+3].Cl. Product: [F:1][C:2]1[CH:3]=[C:4]2[C:11]([C:8](=[O:10])[CH2:7][CH2:6][O:5]2)=[CH:12][CH:13]=1. The catalyst class is: 120. (3) Reactant: [C:1]([O:4][CH2:5][C@@H:6]1[C@@H:13]2[C@@H:9]([O:10][C:11]([CH3:15])([CH3:14])[O:12]2)[C@H:8]([N:16]2[CH:24]=[N:23][C:22]3[C:17]2=[N:18][CH:19]=[N:20][C:21]=3Br)[O:7]1)(=[O:3])[CH3:2].[N:26]1([C:31]2[CH:32]=[C:33](B(O)O)[CH:34]=[CH:35][CH:36]=2)[CH:30]=[CH:29][CH:28]=[N:27]1.P([O-])([O-])([O-])=O.[K+].[K+].[K+].ClCCl. Product: [C:1]([O:4][CH2:5][C@@H:6]1[C@@H:13]2[C@@H:9]([O:10][C:11]([CH3:15])([CH3:14])[O:12]2)[C@H:8]([N:16]2[CH:24]=[N:23][C:22]3[C:17]2=[N:18][CH:19]=[N:20][C:21]=3[C:35]2[CH:34]=[CH:33][CH:32]=[C:31]([N:26]3[CH:30]=[CH:29][CH:28]=[N:27]3)[CH:36]=2)[O:7]1)(=[O:3])[CH3:2]. The catalyst class is: 140. (4) Reactant: [F:1][CH:2]1[C:7]([O:10][CH3:11])([O:8][CH3:9])[CH2:6][CH2:5][N:4](C(OCC2C=CC=CC=2)=O)[CH2:3]1. Product: [F:1][CH:2]1[C:7]([O:10][CH3:11])([O:8][CH3:9])[CH2:6][CH2:5][NH:4][CH2:3]1. The catalyst class is: 19. (5) Reactant: N#N.[Cl:3][CH2:4][C:5]1[N:6]=[C:7]([C:10](=[O:12])[CH3:11])[S:8][CH:9]=1.[CH2:13](O)[CH2:14][OH:15].COC(OC)OC. Product: [Cl:3][CH2:4][C:5]1[N:6]=[C:7]([C:10]2([CH3:11])[O:15][CH2:14][CH2:13][O:12]2)[S:8][CH:9]=1. The catalyst class is: 250. (6) Reactant: C(=O)([O-])O.[Na+].[S:6]=[C:7]1[NH:12][C:11]2[CH:13]=[CH:14][NH:15][C:10]=2[C:9](=[O:16])[N:8]1[C:17]1[CH:22]=[CH:21][C:20]([O:23][CH2:24][C:25]([F:28])([F:27])[F:26])=[CH:19][CH:18]=1.Br[CH2:30][CH2:31][O:32][CH2:33][CH2:34][O:35][CH2:36][CH3:37].[I-].[Na+]. Product: [CH2:31]([O:32][CH2:33][CH2:34][O:35][CH2:36][CH2:37][S:6][C:7]1[N:8]([C:17]2[CH:18]=[CH:19][C:20]([O:23][CH2:24][C:25]([F:28])([F:27])[F:26])=[CH:21][CH:22]=2)[C:9](=[O:16])[C:10]2[NH:15][CH:14]=[CH:13][C:11]=2[N:12]=1)[CH3:30]. The catalyst class is: 9. (7) Reactant: Br.[NH:2]1[CH2:7][CH2:6][CH2:5][C@@H:4]([C:8]2[N:12]3[C:13]4[CH:19]=[CH:18][NH:17][C:14]=4[N:15]=[CH:16][C:11]3=[N:10][CH:9]=2)[CH2:3]1.Br.N1CCC[C@H](C2N3C4C=CNC=4N=CC3=NC=2)C1.CCN(C(C)C)C(C)C.[F:48][C:49]1([F:56])[CH2:52][CH:51]([C:53](O)=[O:54])[CH2:50]1.CCN=C=NCCCN(C)C.Cl. Product: [CH:19]1[C:13]2[N:12]3[C:8]([C@@H:4]4[CH2:5][CH2:6][CH2:7][N:2]([C:53]([CH:51]5[CH2:52][C:49]([F:56])([F:48])[CH2:50]5)=[O:54])[CH2:3]4)=[CH:9][N:10]=[C:11]3[CH:16]=[N:15][C:14]=2[NH:17][CH:18]=1. The catalyst class is: 3. (8) Reactant: [CH:1]1[CH2:6][CH2:5][CH2:4][CH2:3][CH:2]=1.II.[CH3:9][C:10]1[CH:11]=[CH:12][C:13]([S:16]([NH:19]Cl)(=[O:18])=[O:17])=[CH:14][CH:15]=1. Product: [C:10]1([CH3:9])[CH:11]=[CH:12][C:13]([S:16]([N:19]2[CH:6]3[CH:1]2[CH2:2][CH2:3][CH2:4][CH2:5]3)(=[O:18])=[O:17])=[CH:14][CH:15]=1. The catalyst class is: 12.